Dataset: Experimentally validated miRNA-target interactions with 360,000+ pairs, plus equal number of negative samples. Task: Binary Classification. Given a miRNA mature sequence and a target amino acid sequence, predict their likelihood of interaction. (1) The miRNA is hsa-miR-888-5p with sequence UACUCAAAAAGCUGUCAGUCA. The protein sequence of the target gene is MAETSLLEAGASAASTAAALENLQVEASCSVCLEYLKEPVIIECGHNFCKACITRWWEDLERDFPCPVCRKTSRYRSLRPNRQLGSMVEIAKQLQAVKRKIRDESLCPQHHEALSLFCYEDQEAVCLICAISHTHRAHTVVPLDDATQEYKEKLQKCLEPLEQKLQEITRCKSSEEKKPGELKRLVESRRQQILREFEELHRRLDEEQQVLLSRLEEEEQDILQRLRENAAHLGDKRRDLAHLAAEVEGKCLQSGFEMLKDVKSTLEKNIPRKFGGSLSTICPRDHKALLGLVKEINRCE.... Result: 0 (no interaction). (2) The miRNA is hsa-miR-3188 with sequence AGAGGCUUUGUGCGGAUACGGGG. Result: 0 (no interaction). The protein sequence of the target gene is MWSAGRGGAAWPVLLGLLLALLVPGGGAAKTGAELVTCGSVLKLLNTHHRVRLHSHDIKYGSGSGQQSVTGVEASDDANSYWRIRGGSEGGCPRGSPVRCGQAVRLTHVLTGKNLHTHHFPSPLSNNQEVSAFGEDGEGDDLDLWTVRCSGQHWEREAAVRFQHVGTSVFLSVTGEQYGSPIRGQHEVHGMPSANTHNTWKAMEGIFIKPSVEPSAGHDEL.